From a dataset of Full USPTO retrosynthesis dataset with 1.9M reactions from patents (1976-2016). Predict the reactants needed to synthesize the given product. Given the product [C:17]([O:16][C:14]([N:7]1[CH2:8][CH2:9][CH2:10][C:11](=[O:12])[C:5]2[CH:4]=[CH:3][C:2]([Cl:1])=[CH:13][C:6]1=2)=[O:15])([CH3:20])([CH3:19])[CH3:18], predict the reactants needed to synthesize it. The reactants are: [Cl:1][C:2]1[CH:3]=[CH:4][C:5]2[C:11](=[O:12])[CH2:10][CH2:9][CH2:8][NH:7][C:6]=2[CH:13]=1.[C:14](O[C:14]([O:16][C:17]([CH3:20])([CH3:19])[CH3:18])=[O:15])([O:16][C:17]([CH3:20])([CH3:19])[CH3:18])=[O:15].CN(C1C=CC=CN=1)C.C(N(C(C)C)CC)(C)C.